Dataset: Catalyst prediction with 721,799 reactions and 888 catalyst types from USPTO. Task: Predict which catalyst facilitates the given reaction. (1) Reactant: [NH2:1][C:2]12[CH2:9][CH2:8][C:5]([C:10]([O:12][CH:13]3[CH2:18][CH2:17][CH2:16][CH2:15][O:14]3)=[O:11])([CH2:6][CH2:7]1)[CH2:4][CH2:3]2.C(N(C(C)C)CC)(C)C.Br[CH2:29][C:30]([N:32]1[CH2:36][C@@H:35]([F:37])[CH2:34][C@H:33]1[C:38]#[N:39])=[O:31]. Product: [O:14]1[CH2:15][CH2:16][CH2:17][CH2:18][CH:13]1[O:12][C:10]([C:5]12[CH2:6][CH2:7][C:2]([NH:1][CH2:29][C:30]([N:32]3[CH2:36][C@@H:35]([F:37])[CH2:34][C@H:33]3[C:38]#[N:39])=[O:31])([CH2:9][CH2:8]1)[CH2:3][CH2:4]2)=[O:11]. The catalyst class is: 10. (2) The catalyst class is: 5. Product: [CH:1]1([CH2:4][N:5]2[CH2:28][C:27]3[C:18]4=[C:19]([C:20](=[O:24])[N:21]([CH3:23])[CH:22]=[C:17]4[C:7]4[CH:8]=[C:9]([S:12]([CH2:15][CH3:16])(=[O:13])=[O:14])[CH:10]=[CH:11][C:6]2=4)[NH:25][CH:26]=3)[CH2:3][CH2:2]1. Reactant: [CH:1]1([CH2:4][NH:5][C:6]2[CH:11]=[CH:10][C:9]([S:12]([CH2:15][CH3:16])(=[O:14])=[O:13])=[CH:8][C:7]=2[C:17]2[C:18]3[CH:27]=[CH:26][NH:25][C:19]=3[C:20](=[O:24])[N:21]([CH3:23])[CH:22]=2)[CH2:3][CH2:2]1.[CH2:28]=O.Cl. (3) Reactant: [Cl:1][C:2]1[CH:11]=[C:10]2[C:5]([C:6]([C:28]3[CH:29]=[C:30](/[CH:34]=[CH:35]/[C:36]([O:38]CCCC)=[O:37])[CH:31]=[CH:32][CH:33]=3)=[C:7]([CH2:13][C:14]([NH:16][C:17]3[CH:22]=[CH:21][C:20]([F:23])=[CH:19][C:18]=3[C:24]([F:27])([F:26])[F:25])=[O:15])[C:8](=[O:12])[O:9]2)=[CH:4][C:3]=1[CH3:43].C(O)C.[OH-].[Na+].Cl. Product: [CH3:5][C:10]([CH3:11])=[O:9].[Cl:1][C:2]1[CH:11]=[C:10]2[C:5]([C:6]([C:28]3[CH:29]=[C:30](/[CH:34]=[CH:35]/[C:36]([OH:38])=[O:37])[CH:31]=[CH:32][CH:33]=3)=[C:7]([CH2:13][C:14]([NH:16][C:17]3[CH:22]=[CH:21][C:20]([F:23])=[CH:19][C:18]=3[C:24]([F:25])([F:27])[F:26])=[O:15])[C:8](=[O:12])[O:9]2)=[CH:4][C:3]=1[CH3:43]. The catalyst class is: 21.